Dataset: Reaction yield outcomes from USPTO patents with 853,638 reactions. Task: Predict the reaction yield, written as a fraction of the theoretical maximum amount of product (1.0 means a 100% yield; for example, 0.34 means a 34% yield). (1) The reactants are Br[C:2]1[CH:7]=[CH:6][C:5]([C:8]2([C:11]([N:13]3[CH2:17][CH2:16][C@@:15]4([C:21]5[CH:22]=[CH:23][CH:24]=[CH:25][C:20]=5[C:19](=[O:26])[O:18]4)[CH2:14]3)=[O:12])[CH2:10][CH2:9]2)=[CH:4][CH:3]=1.C([Sn](CCCC)(CCCC)[C:32]1[CH:37]=[CH:36][N:35]=[CH:34][CH:33]=1)CCC.C(P(C(C)(C)C)C(C)(C)C)(C)(C)C.[F-].[K+]. The catalyst is O1CCCC1.C1C=CC(/C=C/C(/C=C/C2C=CC=CC=2)=O)=CC=1.C1C=CC(/C=C/C(/C=C/C2C=CC=CC=2)=O)=CC=1.C1C=CC(/C=C/C(/C=C/C2C=CC=CC=2)=O)=CC=1.[Pd].[Pd]. The product is [N:35]1[CH:36]=[CH:37][C:32]([C:2]2[CH:3]=[CH:4][C:5]([C:8]3([C:11]([N:13]4[CH2:17][CH2:16][C@@:15]5([C:21]6[CH:22]=[CH:23][CH:24]=[CH:25][C:20]=6[C:19](=[O:26])[O:18]5)[CH2:14]4)=[O:12])[CH2:10][CH2:9]3)=[CH:6][CH:7]=2)=[CH:33][CH:34]=1. The yield is 0.130. (2) The reactants are O[CH:2]1[N:6]([C:7]2[CH:12]=[CH:11][C:10]([O:13][C:14]([F:17])([F:16])[F:15])=[CH:9][CH:8]=2)[C:5](=[O:18])[CH:4]2[CH2:19][C:20](=[CH2:22])[CH2:21][CH:3]12.[BH3-]C#N.[Na+].O. The catalyst is FC(F)(F)C(O)=O. The product is [CH2:22]=[C:20]1[CH2:19][CH:4]2[C:5](=[O:18])[N:6]([C:7]3[CH:8]=[CH:9][C:10]([O:13][C:14]([F:16])([F:15])[F:17])=[CH:11][CH:12]=3)[CH2:2][CH:3]2[CH2:21]1. The yield is 0.400. (3) The reactants are [NH:1]1[CH2:7][CH2:6][CH2:5][C@H:2]1[CH2:3][OH:4].[F:8][C:9]([F:16])([F:15])[C:10](OCC)=[O:11]. The catalyst is C1COCC1. The product is [F:8][C:9]([F:16])([F:15])[C:10]([N:1]1[CH2:7][CH2:6][CH2:5][C@H:2]1[CH2:3][OH:4])=[O:11]. The yield is 0.970.